Dataset: Forward reaction prediction with 1.9M reactions from USPTO patents (1976-2016). Task: Predict the product of the given reaction. (1) Given the reactants [C:1]([NH:5][C:6]1[O:7][C:8]([C:11]2[CH:12]=[C:13]3[C:17](=[CH:18][CH:19]=2)[N:16]([S:20]([C:23]2[CH:29]=[CH:28][C:26]([CH3:27])=[CH:25][CH:24]=2)(=[O:22])=[O:21])[CH:15]=[C:14]3B2OC(C)(C)C(C)(C)O2)=[N:9][N:10]=1)([CH3:4])([CH3:3])[CH3:2].Cl[C:40]1[N:45]=[C:44]([CH2:46][CH3:47])[C:43]([F:48])=[CH:42][N:41]=1.P([O-])([O-])([O-])=O.[K+].[K+].[K+], predict the reaction product. The product is: [C:1]([NH:5][C:6]1[O:7][C:8]([C:11]2[CH:12]=[C:13]3[C:17](=[CH:18][CH:19]=2)[N:16]([S:20]([C:23]2[CH:29]=[CH:28][C:26]([CH3:27])=[CH:25][CH:24]=2)(=[O:22])=[O:21])[CH:15]=[C:14]3[C:40]2[N:45]=[C:44]([CH2:46][CH3:47])[C:43]([F:48])=[CH:42][N:41]=2)=[N:9][N:10]=1)([CH3:3])([CH3:4])[CH3:2]. (2) Given the reactants N[C:2]1[CH:3]=[CH:4][C:5]([O:9][CH3:10])=[C:6]([OH:8])[CH:7]=1.N([O-])=O.[Na+].[BrH:15], predict the reaction product. The product is: [Br:15][C:2]1[CH:3]=[CH:4][C:5]([O:9][CH3:10])=[C:6]([OH:8])[CH:7]=1. (3) Given the reactants [OH:1][C:2]1[CH:7]=[CH:6][CH:5]=[CH:4][C:3]=1[S:8][C:9]([F:12])([F:11])[F:10].[Br:13]Br, predict the reaction product. The product is: [Br:13][C:5]1[CH:6]=[CH:7][C:2]([OH:1])=[C:3]([S:8][C:9]([F:12])([F:10])[F:11])[CH:4]=1. (4) Given the reactants [NH2:1][C:2]1[C:7]([C:8]#[N:9])=[CH:6][N:5]=[C:4]([S:10][CH3:11])[N:3]=1.[CH3:12][C:13](OC(C)=O)=[O:14], predict the reaction product. The product is: [C:8]([C:7]1[C:2]([NH:1][C:13](=[O:14])[CH3:12])=[N:3][C:4]([S:10][CH3:11])=[N:5][CH:6]=1)#[N:9]. (5) Given the reactants Cl[C:2]1[C:3]([O:16][CH2:17][C:18]2([C:28]#[N:29])[CH:25]3[CH2:26][CH:21]4[CH2:22][CH:23]([CH2:27][CH:19]2[CH2:20]4)[CH2:24]3)=[CH:4][C:5]([F:15])=[C:6]([CH:14]=1)[C:7]([O:9][C:10]([CH3:13])([CH3:12])[CH3:11])=[O:8].[CH:30]1(B(O)O)[CH2:32][CH2:31]1.P([O-])([O-])([O-])=O.[K+].[K+].[K+].F[B-](F)(F)F.C1(P(C2CCCCC2)C2CCCCC2)CCCCC1, predict the reaction product. The product is: [C:28]([C:18]1([CH2:17][O:16][C:3]2[C:2]([CH:30]3[CH2:32][CH2:31]3)=[CH:14][C:6]([C:7]([O:9][C:10]([CH3:13])([CH3:12])[CH3:11])=[O:8])=[C:5]([F:15])[CH:4]=2)[CH:25]2[CH2:26][CH:21]3[CH2:22][CH:23]([CH2:27][CH:19]1[CH2:20]3)[CH2:24]2)#[N:29]. (6) The product is: [NH2:10][CH2:9][CH:8]([C:5]1[CH:6]=[CH:7][C:2]([F:1])=[CH:3][CH:4]=1)[OH:13]. Given the reactants [F:1][C:2]1[CH:7]=[CH:6][C:5]([CH:8]([OH:13])[CH2:9][N+:10]([O-])=O)=[CH:4][CH:3]=1, predict the reaction product.